Dataset: NCI-60 drug combinations with 297,098 pairs across 59 cell lines. Task: Regression. Given two drug SMILES strings and cell line genomic features, predict the synergy score measuring deviation from expected non-interaction effect. (1) Drug 1: CC(C)(C#N)C1=CC(=CC(=C1)CN2C=NC=N2)C(C)(C)C#N. Drug 2: CC1=C2C(C(=O)C3(C(CC4C(C3C(C(C2(C)C)(CC1OC(=O)C(C(C5=CC=CC=C5)NC(=O)OC(C)(C)C)O)O)OC(=O)C6=CC=CC=C6)(CO4)OC(=O)C)O)C)O. Cell line: TK-10. Synergy scores: CSS=-16.2, Synergy_ZIP=9.69, Synergy_Bliss=2.04, Synergy_Loewe=-1.47, Synergy_HSA=-13.6. (2) Drug 1: CN(C)N=NC1=C(NC=N1)C(=O)N. Drug 2: C1CC(=O)NC(=O)C1N2C(=O)C3=CC=CC=C3C2=O. Cell line: MDA-MB-231. Synergy scores: CSS=0.573, Synergy_ZIP=9.69, Synergy_Bliss=0.753, Synergy_Loewe=-4.10, Synergy_HSA=-2.26. (3) Drug 1: CC12CCC(CC1=CCC3C2CCC4(C3CC=C4C5=CN=CC=C5)C)O. Drug 2: C1=CC(=CC=C1C#N)C(C2=CC=C(C=C2)C#N)N3C=NC=N3. Cell line: UACC-257. Synergy scores: CSS=6.88, Synergy_ZIP=-0.615, Synergy_Bliss=1.95, Synergy_Loewe=-0.623, Synergy_HSA=0.729. (4) Drug 1: CC1CCC2CC(C(=CC=CC=CC(CC(C(=O)C(C(C(=CC(C(=O)CC(OC(=O)C3CCCCN3C(=O)C(=O)C1(O2)O)C(C)CC4CCC(C(C4)OC)O)C)C)O)OC)C)C)C)OC. Drug 2: CC=C1C(=O)NC(C(=O)OC2CC(=O)NC(C(=O)NC(CSSCCC=C2)C(=O)N1)C(C)C)C(C)C. Cell line: OVCAR-5. Synergy scores: CSS=44.7, Synergy_ZIP=-0.353, Synergy_Bliss=-3.23, Synergy_Loewe=-4.80, Synergy_HSA=-4.67. (5) Drug 1: C1=NC2=C(N=C(N=C2N1C3C(C(C(O3)CO)O)O)F)N. Drug 2: CC1CCC2CC(C(=CC=CC=CC(CC(C(=O)C(C(C(=CC(C(=O)CC(OC(=O)C3CCCCN3C(=O)C(=O)C1(O2)O)C(C)CC4CCC(C(C4)OC)OCCO)C)C)O)OC)C)C)C)OC. Cell line: M14. Synergy scores: CSS=9.25, Synergy_ZIP=-2.12, Synergy_Bliss=-0.229, Synergy_Loewe=-2.54, Synergy_HSA=-0.600. (6) Drug 1: CC1C(C(=O)NC(C(=O)N2CCCC2C(=O)N(CC(=O)N(C(C(=O)O1)C(C)C)C)C)C(C)C)NC(=O)C3=C4C(=C(C=C3)C)OC5=C(C(=O)C(=C(C5=N4)C(=O)NC6C(OC(=O)C(N(C(=O)CN(C(=O)C7CCCN7C(=O)C(NC6=O)C(C)C)C)C)C(C)C)C)N)C. Drug 2: C1C(C(OC1N2C=NC(=NC2=O)N)CO)O. Cell line: K-562. Synergy scores: CSS=62.7, Synergy_ZIP=1.99, Synergy_Bliss=1.26, Synergy_Loewe=3.15, Synergy_HSA=10.1. (7) Drug 1: CC1C(C(CC(O1)OC2CC(CC3=C2C(=C4C(=C3O)C(=O)C5=C(C4=O)C(=CC=C5)OC)O)(C(=O)CO)O)N)O.Cl. Drug 2: C1CN(CCN1C(=O)CCBr)C(=O)CCBr. Cell line: U251. Synergy scores: CSS=41.8, Synergy_ZIP=-4.28, Synergy_Bliss=0.959, Synergy_Loewe=-0.712, Synergy_HSA=-0.482. (8) Drug 1: C1CCC(CC1)NC(=O)N(CCCl)N=O. Drug 2: C1C(C(OC1N2C=C(C(=O)NC2=O)F)CO)O. Cell line: MOLT-4. Synergy scores: CSS=59.6, Synergy_ZIP=0.539, Synergy_Bliss=0.503, Synergy_Loewe=-5.28, Synergy_HSA=2.28. (9) Drug 1: CC1=C(C(CCC1)(C)C)C=CC(=CC=CC(=CC(=O)O)C)C. Drug 2: CC12CCC3C(C1CCC2OP(=O)(O)O)CCC4=C3C=CC(=C4)OC(=O)N(CCCl)CCCl.[Na+]. Cell line: UACC62. Synergy scores: CSS=31.3, Synergy_ZIP=-3.86, Synergy_Bliss=-0.292, Synergy_Loewe=-2.28, Synergy_HSA=-2.24.